This data is from HIV replication inhibition screening data with 41,000+ compounds from the AIDS Antiviral Screen. The task is: Binary Classification. Given a drug SMILES string, predict its activity (active/inactive) in a high-throughput screening assay against a specified biological target. The molecule is [N-]=[N+]=Nc1c(Cl)c(Cl)nc2ccccc12. The result is 0 (inactive).